Predict the product of the given reaction. From a dataset of Forward reaction prediction with 1.9M reactions from USPTO patents (1976-2016). Given the reactants [F:1][C:2]1[CH:3]=[C:4]([C:8]2[C:16]3[C:11](=[CH:12][C:13]([O:20]C)=[C:14]([C:17]([OH:19])=[O:18])[CH:15]=3)[NH:10][N:9]=2)[CH:5]=[CH:6][CH:7]=1.B(Br)(Br)Br.O, predict the reaction product. The product is: [F:1][C:2]1[CH:3]=[C:4]([C:8]2[C:16]3[C:11](=[CH:12][C:13]([OH:20])=[C:14]([C:17]([OH:19])=[O:18])[CH:15]=3)[NH:10][N:9]=2)[CH:5]=[CH:6][CH:7]=1.